From a dataset of Forward reaction prediction with 1.9M reactions from USPTO patents (1976-2016). Predict the product of the given reaction. (1) Given the reactants [NH2:1][C:2]1[C:3]([C:20]2[O:24][C:23]([C:25](OCC)=[O:26])=[N:22][N:21]=2)=[N:4][C:5]([C:8]2[CH:13]=[CH:12][C:11]([S:14]([CH:17]([CH3:19])[CH3:18])(=[O:16])=[O:15])=[CH:10][CH:9]=2)=[CH:6][N:7]=1.[NH2:30][CH:31]1[CH2:35][CH2:34][N:33](C(OC(C)(C)C)=O)[CH2:32]1, predict the reaction product. The product is: [NH2:1][C:2]1[C:3]([C:20]2[O:24][C:23]([C:25]([NH:30][CH:31]3[CH2:35][CH2:34][NH:33][CH2:32]3)=[O:26])=[N:22][N:21]=2)=[N:4][C:5]([C:8]2[CH:13]=[CH:12][C:11]([S:14]([CH:17]([CH3:19])[CH3:18])(=[O:15])=[O:16])=[CH:10][CH:9]=2)=[CH:6][N:7]=1. (2) Given the reactants [CH2:1]([O:3][C:4]([C:6]1[CH:7]=[N:8][C:9]2[C:14]([C:15]=1Cl)=[CH:13][CH:12]=[CH:11][C:10]=2[O:17][CH3:18])=[O:5])[CH3:2].[CH3:19][O:20][CH2:21][CH2:22][CH2:23][NH2:24], predict the reaction product. The product is: [CH2:1]([O:3][C:4]([C:6]1[CH:7]=[N:8][C:9]2[C:14]([C:15]=1[NH:24][CH2:23][CH2:22][CH2:21][O:20][CH3:19])=[CH:13][CH:12]=[CH:11][C:10]=2[O:17][CH3:18])=[O:5])[CH3:2]. (3) Given the reactants [CH3:1][O:2][C:3]1[CH:8]=[C:7]([C:9](=[O:12])[CH2:10][CH3:11])[CH:6]=[CH:5][N:4]=1.[CH2:13](O)[CH2:14][CH2:15][OH:16].C([O-])(O)=O.[Na+], predict the reaction product. The product is: [CH2:10]([C:9]1([C:7]2[CH:6]=[CH:5][N:4]=[C:3]([O:2][CH3:1])[CH:8]=2)[O:16][CH2:15][CH2:14][CH2:13][O:12]1)[CH3:11]. (4) Given the reactants [CH3:1][C:2]1[CH:7]=[CH:6][N:5]=[CH:4][C:3]=1[N:8]1[CH2:12][CH2:11][NH:10][C:9]1=[O:13].Br[C:15]1[CH:22]=[CH:21][C:18]([C:19]#[N:20])=[C:17]([F:23])[CH:16]=1.N[C@@H]1CCCC[C@H]1N.P([O-])([O-])([O-])=O.[K+].[K+].[K+], predict the reaction product. The product is: [F:23][C:17]1[CH:16]=[C:15]([N:10]2[CH2:11][CH2:12][N:8]([C:3]3[CH:4]=[N:5][CH:6]=[CH:7][C:2]=3[CH3:1])[C:9]2=[O:13])[CH:22]=[CH:21][C:18]=1[C:19]#[N:20]. (5) Given the reactants [C:1]([C:3]1[CH:8]=[CH:7][C:6]([N:9]2[C:13]([C:14]3[CH:19]=[CH:18][C:17]([CH3:20])=[CH:16][CH:15]=3)=[CH:12][C:11]([C:21]([O:23]C)=[O:22])=[N:10]2)=[CH:5][CH:4]=1)#[N:2].[Li+].[OH-], predict the reaction product. The product is: [C:1]([C:3]1[CH:4]=[CH:5][C:6]([N:9]2[C:13]([C:14]3[CH:19]=[CH:18][C:17]([CH3:20])=[CH:16][CH:15]=3)=[CH:12][C:11]([C:21]([OH:23])=[O:22])=[N:10]2)=[CH:7][CH:8]=1)#[N:2]. (6) Given the reactants Cl[CH2:2][CH:3]([CH3:22])[CH2:4][O:5][C:6]1[CH:11]=[CH:10][C:9]([C:12]2[O:16][CH2:15][C:14]3([CH2:21][CH2:20][CH2:19][CH2:18][CH2:17]3)[N:13]=2)=[CH:8][CH:7]=1.C(=O)([O-])[O-].[K+].[K+].[NH:29]1[CH2:34][CH2:33][CH2:32][CH2:31][CH2:30]1, predict the reaction product. The product is: [CH3:22][CH:3]([CH2:2][N:29]1[CH2:34][CH2:33][CH2:32][CH2:31][CH2:30]1)[CH2:4][O:5][C:6]1[CH:11]=[CH:10][C:9]([C:12]2[O:16][CH2:15][C:14]3([CH2:21][CH2:20][CH2:19][CH2:18][CH2:17]3)[N:13]=2)=[CH:8][CH:7]=1. (7) Given the reactants [CH2:1](/[N:8]=[C:9](\[C:14]1[CH:19]=[CH:18][C:17]([Br:20])=[CH:16][N:15]=1)/[C:10]([F:13])([F:12])[F:11])[C:2]1[CH:7]=[CH:6][CH:5]=[CH:4][CH:3]=1.C(O[BH-](OC(=O)C)OC(=O)C)(=O)C.[Na+], predict the reaction product. The product is: [CH2:1]([NH:8][CH:9]([C:14]1[CH:19]=[CH:18][C:17]([Br:20])=[CH:16][N:15]=1)[C:10]([F:13])([F:11])[F:12])[C:2]1[CH:3]=[CH:4][CH:5]=[CH:6][CH:7]=1. (8) Given the reactants [CH3:1][O:2][C:3](=[O:30])[C@H:4]([CH2:20][C:21]1[CH:26]=[CH:25][C:24]([N+:27]([O-])=O)=[CH:23][CH:22]=1)[NH:5][C:6]([C:8]1([CH2:13][C:14]2[CH:19]=[CH:18][CH:17]=[CH:16][CH:15]=2)[CH2:12][CH2:11][CH2:10][CH2:9]1)=[O:7], predict the reaction product. The product is: [CH3:1][O:2][C:3](=[O:30])[C@H:4]([CH2:20][C:21]1[CH:26]=[CH:25][C:24]([NH2:27])=[CH:23][CH:22]=1)[NH:5][C:6]([C:8]1([CH2:13][C:14]2[CH:19]=[CH:18][CH:17]=[CH:16][CH:15]=2)[CH2:12][CH2:11][CH2:10][CH2:9]1)=[O:7]. (9) Given the reactants ClC1C(NC2C=C(OC)NN=2)=NC([NH:8][C@H:9]([C:11]2[N:16]=[CH:15][C:14]([F:17])=[CH:13][N:12]=2)[CH3:10])=NC=1.[Br:26][C:27]1[C:28]([NH:34][C:35]2[CH:39]=[C:38]([CH3:40])[NH:37][N:36]=2)=[N:29][C:30](Cl)=[N:31][CH:32]=1.CCN(C(C)C)C(C)C, predict the reaction product. The product is: [Br:26][C:27]1[C:28]([NH:34][C:35]2[CH:39]=[C:38]([CH3:40])[NH:37][N:36]=2)=[N:29][C:30]([NH:8][C@H:9]([C:11]2[N:16]=[CH:15][C:14]([F:17])=[CH:13][N:12]=2)[CH3:10])=[N:31][CH:32]=1. (10) Given the reactants Br[C:2]1[CH:3]=[CH:4][C:5]([O:8][CH3:9])=[N:6][CH:7]=1.I[C:11]1[CH:19]=[C:18]2[C:14]([C:15](/[CH:28]=[CH:29]/[C:30]3[CH:35]=[CH:34][CH:33]=[CH:32][CH:31]=3)=[N:16][N:17]2[CH2:20][O:21][CH2:22][CH2:23][Si:24]([CH3:27])([CH3:26])[CH3:25])=[CH:13][CH:12]=1, predict the reaction product. The product is: [CH3:9][O:8][C:5]1[CH:4]=[CH:3][C:2]([C:11]2[CH:19]=[C:18]3[C:14]([C:15](/[CH:28]=[CH:29]/[C:30]4[CH:35]=[CH:34][CH:33]=[CH:32][CH:31]=4)=[N:16][N:17]3[CH2:20][O:21][CH2:22][CH2:23][Si:24]([CH3:25])([CH3:26])[CH3:27])=[CH:13][CH:12]=2)=[CH:7][N:6]=1.